This data is from Reaction yield outcomes from USPTO patents with 853,638 reactions. The task is: Predict the reaction yield, written as a fraction of the theoretical maximum amount of product (1.0 means a 100% yield; for example, 0.34 means a 34% yield). (1) The reactants are [Br:1][C:2]1[CH:7]=[CH:6][C:5]([S:8][C:9]2[C:17]3[C:16](=[O:18])[CH2:15][C:14]([CH3:20])([CH3:19])[CH2:13][C:12]=3[NH:11][C:10]=2[CH3:21])=[CH:4][CH:3]=1.Br[CH2:23][C:24]([O:26][CH2:27][CH3:28])=[O:25].[H-].[Na+]. The catalyst is CN(C)C=O. The product is [Br:1][C:2]1[CH:7]=[CH:6][C:5]([S:8][C:9]2[C:17]3[C:16](=[O:18])[CH2:15][C:14]([CH3:19])([CH3:20])[CH2:13][C:12]=3[N:11]([CH2:23][C:24]([O:26][CH2:27][CH3:28])=[O:25])[C:10]=2[CH3:21])=[CH:4][CH:3]=1. The yield is 0.790. (2) The reactants are CN1CCOCC1.[Br:8][C:9]1[CH:14]=[CH:13][C:12]([C:15](=[O:33])[CH2:16][NH:17][C:18]([CH2:20][N:21]([CH2:29][C:30](O)=[O:31])[C:22]([O:24][C:25]([CH3:28])([CH3:27])[CH3:26])=[O:23])=[O:19])=[CH:11][CH:10]=1.CN(C(ON1N=NC2C=CC=NC1=2)=[N+](C)C)C.F[P-](F)(F)(F)(F)F.Cl.[CH3:59][O:60][C:61](=[O:67])[C@@H:62]([CH:64]([CH3:66])[CH3:65])[NH2:63]. The catalyst is CN(C)C=O. The product is [CH3:59][O:60][C:61](=[O:67])[CH:62]([NH:63][C:30](=[O:31])[CH2:29][N:21]([CH2:20][C:18](=[O:19])[NH:17][CH2:16][C:15]([C:12]1[CH:13]=[CH:14][C:9]([Br:8])=[CH:10][CH:11]=1)=[O:33])[C:22]([O:24][C:25]([CH3:27])([CH3:28])[CH3:26])=[O:23])[CH:64]([CH3:66])[CH3:65]. The yield is 0.870.